This data is from TCR-epitope binding with 47,182 pairs between 192 epitopes and 23,139 TCRs. The task is: Binary Classification. Given a T-cell receptor sequence (or CDR3 region) and an epitope sequence, predict whether binding occurs between them. (1) The epitope is AVFDRKSDAK. The TCR CDR3 sequence is CASSYSYEQYF. Result: 1 (the TCR binds to the epitope). (2) The epitope is RAKFKQLL. The TCR CDR3 sequence is CASSLIGGDYEQYF. Result: 1 (the TCR binds to the epitope). (3) The epitope is SLVKPSFYV. The TCR CDR3 sequence is CASSLEGGGGNQPQHF. Result: 0 (the TCR does not bind to the epitope). (4) The epitope is FLPRVFSAV. The TCR CDR3 sequence is CASSVRGGPVDTQYF. Result: 0 (the TCR does not bind to the epitope).